This data is from Reaction yield outcomes from USPTO patents with 853,638 reactions. The task is: Predict the reaction yield, written as a fraction of the theoretical maximum amount of product (1.0 means a 100% yield; for example, 0.34 means a 34% yield). (1) The reactants are [N+:1]([C:4]1[CH:9]=[CH:8][C:7]([C:10]2[NH:14][N:13]=[CH:12][CH:11]=2)=[CH:6][CH:5]=1)([O-:3])=[O:2].[Br:15]N1C(=O)CCC1=O. The catalyst is CN(C)C=O. The product is [Br:15][C:11]1[C:10]([C:7]2[CH:6]=[CH:5][C:4]([N+:1]([O-:3])=[O:2])=[CH:9][CH:8]=2)=[N:14][NH:13][CH:12]=1. The yield is 0.900. (2) No catalyst specified. The yield is 1.00. The product is [CH2:13]([O:12][C:10](=[O:11])[CH2:9][S:8][C:4]1[CH:5]=[CH:6][CH:7]=[C:2]([O:1][CH2:16][C:17]#[C:18][CH3:19])[CH:3]=1)[CH3:14]. The reactants are [OH:1][C:2]1[CH:3]=[C:4]([S:8][CH2:9][C:10]([O:12][CH2:13][CH3:14])=[O:11])[CH:5]=[CH:6][CH:7]=1.Br[CH2:16][C:17]#[C:18][CH3:19]. (3) The reactants are [Cl:1][C:2]1[CH:3]=[C:4]([NH:9][CH2:10][C:11]([N:13]2[CH2:22][CH:21]([NH:23][C:24]3[C:25]4[CH:32]=[CH:31][N:30](S(C5C=CC(C)=CC=5)(=O)=O)[C:26]=4[N:27]=[CH:28][N:29]=3)[C:20]3[C:15](=[CH:16][CH:17]=[CH:18][CH:19]=3)[CH2:14]2)=[O:12])[CH:5]=[C:6]([Cl:8])[CH:7]=1.C([O-])([O-])=O.[K+].[K+]. The catalyst is CO.O. The product is [Cl:8][C:6]1[CH:5]=[C:4]([NH:9][CH2:10][C:11]([N:13]2[CH2:22][CH:21]([NH:23][C:24]3[C:25]4[CH:32]=[CH:31][NH:30][C:26]=4[N:27]=[CH:28][N:29]=3)[C:20]3[C:15](=[CH:16][CH:17]=[CH:18][CH:19]=3)[CH2:14]2)=[O:12])[CH:3]=[C:2]([Cl:1])[CH:7]=1. The yield is 0.230. (4) The catalyst is CN(C)C=O. The yield is 0.630. The product is [Br:1][C:2]1[CH:7]=[C:6]([N:8]2[CH2:19][CH2:18][O:17][CH2:16][CH2:15]2)[CH:5]=[C:4]([C:9]([F:12])([F:11])[F:10])[C:3]=1[NH2:13]. The reactants are [Br:1][C:2]1[CH:7]=[C:6]([NH2:8])[CH:5]=[C:4]([C:9]([F:12])([F:11])[F:10])[C:3]=1[NH2:13].Br[CH2:15][CH2:16][O:17][CH2:18][CH2:19]Br.C(N(CC)C(C)C)(C)C.C(=O)(O)[O-]. (5) The reactants are [C:1]1([CH2:7][CH2:8][OH:9])[CH:6]=[CH:5][CH:4]=[CH:3][CH:2]=1.[CH2:34]([O:33]P([O:33][CH2:34][CH2:35][CH2:36][CH2:37][CH2:38][CH2:39][CH2:40]C(C)C)[O:33][CH2:34][CH2:35][CH2:36][CH2:37][CH2:38][CH2:39][CH2:40]C(C)C)[CH2:35][CH2:36][CH2:37][CH2:38][CH2:39][CH2:40]C(C)C. No catalyst specified. The product is [C:34]([O:9][CH2:8][CH2:7][C:1]1[CH:6]=[CH:5][CH:4]=[CH:3][CH:2]=1)(=[O:33])[C:35]1[CH:36]=[CH:37][CH:38]=[CH:39][CH:40]=1. The yield is 0.910. (6) The reactants are [CH2:1]([N:8](C)[CH2:9][CH2:10][O:11][C:12]1[CH:17]=[C:16]([C:18]2[CH:19]=[N:20][NH:21][CH:22]=2)[CH:15]=[CH:14][C:13]=1[NH:23][C:24]([CH:26]1[CH2:35][C:34]2[C:29](=[CH:30][CH:31]=[C:32]([O:36][CH3:37])[CH:33]=2)[O:28][CH2:27]1)=[O:25])C1C=CC=CC=1. The catalyst is C(OCC)(=O)C.CO.[Pd]. The product is [CH3:1][NH:8][CH2:9][CH2:10][O:11][C:12]1[CH:17]=[C:16]([C:18]2[CH:19]=[N:20][NH:21][CH:22]=2)[CH:15]=[CH:14][C:13]=1[NH:23][C:24]([CH:26]1[CH2:35][C:34]2[C:29](=[CH:30][CH:31]=[C:32]([O:36][CH3:37])[CH:33]=2)[O:28][CH2:27]1)=[O:25]. The yield is 0.520.